This data is from Catalyst prediction with 721,799 reactions and 888 catalyst types from USPTO. The task is: Predict which catalyst facilitates the given reaction. (1) Reactant: [Cl:1][C:2]1[CH:7]=[CH:6][C:5]([C:8]2[S:9][CH:10]=[C:11]([CH2:13][S:14][C:15]3[NH:16][C:17]4[CH2:18][CH2:19][CH2:20][C:21](=[O:39])[C:22]=4[CH:23]([C:27]4[CH:32]=[CH:31][C:30]([O:33][CH2:34][C@@H:35]([OH:38])[CH2:36][OH:37])=[CH:29][CH:28]=4)[C:24]=3[C:25]#[N:26])[N:12]=2)=[CH:4][CH:3]=1.ClC1C(=O)C(C#N)=C(C#N)C(=O)C=1Cl. Product: [Cl:1][C:2]1[CH:7]=[CH:6][C:5]([C:8]2[S:9][CH:10]=[C:11]([CH2:13][S:14][C:15]3[C:24]([C:25]#[N:26])=[C:23]([C:27]4[CH:28]=[CH:29][C:30]([O:33][CH2:34][C@@H:35]([OH:38])[CH2:36][OH:37])=[CH:31][CH:32]=4)[C:22]4[C:21](=[O:39])[CH2:20][CH2:19][CH2:18][C:17]=4[N:16]=3)[N:12]=2)=[CH:4][CH:3]=1. The catalyst class is: 46. (2) Reactant: [Br:1][C:2]1[C:13]([CH3:14])=[CH:12][C:5]([O:6][C@@H:7]2[CH2:11][CH2:10][O:9][CH2:8]2)=[CH:4][C:3]=1[CH2:15]Br.[C:17]([O-:20])(=[O:19])[CH3:18].[K+].O. Product: [C:17]([O:20][CH2:15][C:3]1[CH:4]=[C:5]([O:6][C@@H:7]2[CH2:11][CH2:10][O:9][CH2:8]2)[CH:12]=[C:13]([CH3:14])[C:2]=1[Br:1])(=[O:19])[CH3:18]. The catalyst class is: 9. (3) Reactant: [Br:1][C:2]1[C:11]2[C:6](=[CH:7][CH:8]=[CH:9][CH:10]=2)[CH:5]=[CH:4][C:3]=1[OH:12].[OH-].[K+].[CH3:15]S(C)=O.IC. Product: [Br:1][C:2]1[C:11]2[C:6](=[CH:7][CH:8]=[CH:9][CH:10]=2)[CH:5]=[CH:4][C:3]=1[O:12][CH3:15]. The catalyst class is: 6.